This data is from Full USPTO retrosynthesis dataset with 1.9M reactions from patents (1976-2016). The task is: Predict the reactants needed to synthesize the given product. (1) The reactants are: [OH:1][CH2:2][CH:3]([CH3:33])[CH2:4][O:5][CH2:6][C@H:7]([C@@H:9]1[C@@:13]2([CH3:32])[CH2:14][CH2:15][C:16]3[C@@:17]4([CH3:31])[CH2:26][CH2:25][C@H:24]([O:27][CH2:28][O:29][CH3:30])[CH2:23][C@@H:18]4[C:19](=[O:22])[O:20][C:21]=3[C@@H:12]2[CH2:11][CH2:10]1)[CH3:8].[CH3:34]I. Given the product [CH3:34][O:1][CH2:2][CH:3]([CH3:33])[CH2:4][O:5][CH2:6][C@H:7]([C@@H:9]1[C@@:13]2([CH3:32])[CH2:14][CH2:15][C:16]3[C@@:17]4([CH3:31])[CH2:26][CH2:25][C@H:24]([O:27][CH2:28][O:29][CH3:30])[CH2:23][C@@H:18]4[C:19](=[O:22])[O:20][C:21]=3[C@@H:12]2[CH2:11][CH2:10]1)[CH3:8], predict the reactants needed to synthesize it. (2) Given the product [Br:40][CH2:41][CH2:42][CH2:43][CH2:44][CH2:45][CH2:46][CH2:47][C:48]([NH:2][C:3]1[CH:32]=[CH:31][C:6]([C:7]([NH:9][CH2:10][C:11]2[C:12]([NH:24][CH:25]3[CH2:26][CH2:27][O:28][CH2:29][CH2:30]3)=[C:13]3[CH:21]=[N:20][N:19]([CH2:22][CH3:23])[C:14]3=[N:15][C:16]=2[CH2:17][CH3:18])=[O:8])=[CH:5][CH:4]=1)=[O:49], predict the reactants needed to synthesize it. The reactants are: Cl.[NH2:2][C:3]1[CH:32]=[CH:31][C:6]([C:7]([NH:9][CH2:10][C:11]2[C:12]([NH:24][CH:25]3[CH2:30][CH2:29][O:28][CH2:27][CH2:26]3)=[C:13]3[CH:21]=[N:20][N:19]([CH2:22][CH3:23])[C:14]3=[N:15][C:16]=2[CH2:17][CH3:18])=[O:8])=[CH:5][CH:4]=1.C(N(CC)CC)C.[Br:40][CH2:41][CH2:42][CH2:43][CH2:44][CH2:45][CH2:46][CH2:47][C:48](Cl)=[O:49].